Dataset: NCI-60 drug combinations with 297,098 pairs across 59 cell lines. Task: Regression. Given two drug SMILES strings and cell line genomic features, predict the synergy score measuring deviation from expected non-interaction effect. (1) Drug 1: CC1=C(C(=O)C2=C(C1=O)N3CC4C(C3(C2COC(=O)N)OC)N4)N. Drug 2: COCCOC1=C(C=C2C(=C1)C(=NC=N2)NC3=CC=CC(=C3)C#C)OCCOC.Cl. Cell line: MALME-3M. Synergy scores: CSS=22.5, Synergy_ZIP=-0.371, Synergy_Bliss=0.898, Synergy_Loewe=-7.78, Synergy_HSA=-0.232. (2) Cell line: KM12. Drug 2: CC1C(C(=O)NC(C(=O)N2CCCC2C(=O)N(CC(=O)N(C(C(=O)O1)C(C)C)C)C)C(C)C)NC(=O)C3=C4C(=C(C=C3)C)OC5=C(C(=O)C(=C(C5=N4)C(=O)NC6C(OC(=O)C(N(C(=O)CN(C(=O)C7CCCN7C(=O)C(NC6=O)C(C)C)C)C)C(C)C)C)N)C. Synergy scores: CSS=18.8, Synergy_ZIP=-1.11, Synergy_Bliss=4.87, Synergy_Loewe=5.22, Synergy_HSA=5.23. Drug 1: CN(C)N=NC1=C(NC=N1)C(=O)N. (3) Drug 1: CC1=C(C=C(C=C1)NC(=O)C2=CC=C(C=C2)CN3CCN(CC3)C)NC4=NC=CC(=N4)C5=CN=CC=C5. Drug 2: CC1C(C(CC(O1)OC2CC(CC3=C2C(=C4C(=C3O)C(=O)C5=CC=CC=C5C4=O)O)(C(=O)C)O)N)O. Cell line: MOLT-4. Synergy scores: CSS=35.3, Synergy_ZIP=-0.440, Synergy_Bliss=-3.44, Synergy_Loewe=-30.1, Synergy_HSA=-4.36. (4) Drug 1: CN(C(=O)NC(C=O)C(C(C(CO)O)O)O)N=O. Drug 2: CC1C(C(CC(O1)OC2CC(CC3=C2C(=C4C(=C3O)C(=O)C5=CC=CC=C5C4=O)O)(C(=O)C)O)N)O. Cell line: OVCAR-5. Synergy scores: CSS=37.6, Synergy_ZIP=2.35, Synergy_Bliss=2.74, Synergy_Loewe=-56.9, Synergy_HSA=3.71. (5) Drug 1: CCC1(CC2CC(C3=C(CCN(C2)C1)C4=CC=CC=C4N3)(C5=C(C=C6C(=C5)C78CCN9C7C(C=CC9)(C(C(C8N6C)(C(=O)OC)O)OC(=O)C)CC)OC)C(=O)OC)O.OS(=O)(=O)O. Drug 2: COC1=NC(=NC2=C1N=CN2C3C(C(C(O3)CO)O)O)N. Cell line: HOP-92. Synergy scores: CSS=-3.53, Synergy_ZIP=2.55, Synergy_Bliss=-0.341, Synergy_Loewe=-4.44, Synergy_HSA=-4.99. (6) Drug 1: CN(CCCl)CCCl.Cl. Drug 2: C(CN)CNCCSP(=O)(O)O. Cell line: HCC-2998. Synergy scores: CSS=16.6, Synergy_ZIP=-9.45, Synergy_Bliss=-8.21, Synergy_Loewe=-31.4, Synergy_HSA=-9.06.